This data is from Catalyst prediction with 721,799 reactions and 888 catalyst types from USPTO. The task is: Predict which catalyst facilitates the given reaction. (1) Product: [Cl:1][C:2]1[CH:3]=[CH:4][C:5]([CH2:6][C:7]2([NH:14][CH:15]=[O:16])[CH2:8][CH:9]([C:11]([N:31]([O:30][CH3:29])[CH3:32])=[O:13])[CH2:10]2)=[CH:17][CH:18]=1. Reactant: [Cl:1][C:2]1[CH:18]=[CH:17][C:5]([CH2:6][C:7]2([NH:14][CH:15]=[O:16])[CH2:10][CH:9]([C:11]([OH:13])=O)[CH2:8]2)=[CH:4][CH:3]=1.CCN(C(C)C)C(C)C.Cl.[CH3:29][O:30][NH:31][CH3:32].CN(C(ON1N=NC2C=CC=NC1=2)=[N+](C)C)C.F[P-](F)(F)(F)(F)F. The catalyst class is: 4. (2) Reactant: [CH2:1]1[C:9]2[C:4](=[CH:5][CH:6]=[CH:7][CH:8]=2)[CH2:3][NH:2]1.[CH2:10]([O:12][C:13]([C:15]1([C:18]2[CH:19]=[C:20]3[C:24](=[CH:25][CH:26]=2)[N:23]([C:27]([O:29][C:30]([CH3:33])([CH3:32])[CH3:31])=[O:28])[C:22](=[O:34])[C:21]3=[O:35])[CH2:17][CH2:16]1)=[O:14])[CH3:11]. Product: [C:30]([O:29][C:27]([NH:23][C:24]1[CH:25]=[CH:26][C:18]([C:15]2([C:13]([O:12][CH2:10][CH3:11])=[O:14])[CH2:16][CH2:17]2)=[CH:19][C:20]=1[C:21](=[O:35])[C:22]([N:2]1[CH2:3][C:4]2[C:9](=[CH:8][CH:7]=[CH:6][CH:5]=2)[CH2:1]1)=[O:34])=[O:28])([CH3:32])([CH3:31])[CH3:33]. The catalyst class is: 7.